From a dataset of Forward reaction prediction with 1.9M reactions from USPTO patents (1976-2016). Predict the product of the given reaction. (1) Given the reactants [C:1]1([C:7]2[N:11]([C:12]([C:25]3[CH:30]=[CH:29][CH:28]=[CH:27][CH:26]=3)([C:19]3[CH:24]=[CH:23][CH:22]=[CH:21][CH:20]=3)[C:13]3[CH:18]=[CH:17][CH:16]=[CH:15][CH:14]=3)[N:10]=[N:9][N:8]=2)[CH:6]=[CH:5][CH:4]=[CH:3][CH:2]=1.[B:31](OC(C)C)([O:36]C(C)C)[O:32]C(C)C.CC(O)=O, predict the reaction product. The product is: [C:12]([N:11]1[C:7]([C:1]2[CH:6]=[CH:5][CH:4]=[CH:3][C:2]=2[B:31]([OH:36])[OH:32])=[N:8][N:9]=[N:10]1)([C:25]1[CH:26]=[CH:27][CH:28]=[CH:29][CH:30]=1)([C:13]1[CH:18]=[CH:17][CH:16]=[CH:15][CH:14]=1)[C:19]1[CH:20]=[CH:21][CH:22]=[CH:23][CH:24]=1. (2) Given the reactants [C:1]([O:5][C@@H:6]([C:12]1[C:31]([CH3:32])=[CH:30][C:15]2[N:16]=[C:17]([C:19]3[CH:29]=[CH:28][C:22]4[N:23]([CH3:27])[C:24](=[O:26])[NH:25][C:21]=4[CH:20]=3)[S:18][C:14]=2[C:13]=1[C:33]1[CH:38]=[CH:37][C:36]([Cl:39])=[CH:35][CH:34]=1)[C:7]([O:9][CH2:10][CH3:11])=[O:8])([CH3:4])([CH3:3])[CH3:2].[CH3:40][N:41]1[CH2:46][CH2:45][CH:44](Br)[CH2:43][CH2:42]1.C([O-])([O-])=O.[Cs+].[Cs+], predict the reaction product. The product is: [C:1]([O:5][C@@H:6]([C:12]1[C:31]([CH3:32])=[CH:30][C:15]2[N:16]=[C:17]([C:19]3[CH:29]=[CH:28][C:22]4[N:23]([CH3:27])[C:24](=[O:26])[N:25]([CH:44]5[CH2:45][CH2:46][N:41]([CH3:40])[CH2:42][CH2:43]5)[C:21]=4[CH:20]=3)[S:18][C:14]=2[C:13]=1[C:33]1[CH:38]=[CH:37][C:36]([Cl:39])=[CH:35][CH:34]=1)[C:7]([O:9][CH2:10][CH3:11])=[O:8])([CH3:2])([CH3:3])[CH3:4].